The task is: Predict the reactants needed to synthesize the given product.. This data is from Full USPTO retrosynthesis dataset with 1.9M reactions from patents (1976-2016). (1) Given the product [Si:1]([O:8][CH:9]([C:12]1[CH:13]=[CH:14][C:15]2[NH:21][C:20](=[O:22])[CH2:19][CH2:18][CH2:17][C:16]=2[CH:23]=1)[CH2:10][N:28]1[CH2:29][CH2:30][C:25]([OH:24])([C:31]2[S:32][CH:33]=[CH:34][CH:35]=2)[CH2:26][CH2:27]1)([C:4]([CH3:7])([CH3:6])[CH3:5])([CH3:3])[CH3:2], predict the reactants needed to synthesize it. The reactants are: [Si:1]([O:8][CH:9]([C:12]1[CH:13]=[CH:14][C:15]2[NH:21][C:20](=[O:22])[CH2:19][CH2:18][CH2:17][C:16]=2[CH:23]=1)[CH2:10]Cl)([C:4]([CH3:7])([CH3:6])[CH3:5])([CH3:3])[CH3:2].[OH:24][C:25]1([C:31]2[S:32][CH:33]=[CH:34][CH:35]=2)[CH2:30][CH2:29][NH:28][CH2:27][CH2:26]1.[I-].[Na+].C(N(CC)CC)C. (2) Given the product [O:1]1[CH2:6][CH2:5][N:4]([CH2:7][C:8]2[CH:9]=[C:10]3[N:16]=[C:15]([C:17]4[CH:23]=[CH:22][CH:21]=[CH:20][C:18]=4[NH:19][C:35]([C:32]4[S:33][CH:34]=[C:30]([C:24]5[CH:25]=[CH:26][CH:27]=[CH:28][CH:29]=5)[N:31]=4)=[O:36])[S:14][C:11]3=[N:12][CH:13]=2)[CH2:3][CH2:2]1, predict the reactants needed to synthesize it. The reactants are: [O:1]1[CH2:6][CH2:5][N:4]([CH2:7][C:8]2[CH:9]=[C:10]3[N:16]=[C:15]([C:17]4[CH:23]=[CH:22][CH:21]=[CH:20][C:18]=4[NH2:19])[S:14][C:11]3=[N:12][CH:13]=2)[CH2:3][CH2:2]1.[C:24]1([C:30]2[N:31]=[C:32]([C:35](O)=[O:36])[S:33][CH:34]=2)[CH:29]=[CH:28][CH:27]=[CH:26][CH:25]=1.